This data is from Reaction yield outcomes from USPTO patents with 853,638 reactions. The task is: Predict the reaction yield, written as a fraction of the theoretical maximum amount of product (1.0 means a 100% yield; for example, 0.34 means a 34% yield). (1) The catalyst is ClCCl. The yield is 0.770. The reactants are [Br:1][CH2:2][CH:3]([OH:27])[CH2:4][O:5][C:6]1[C:14]([Br:15])=[C:13]2[C:9]([CH:10]=[N:11][N:12]2[CH2:16][CH:17]([O:19][Si:20]([C:23]([CH3:26])([CH3:25])[CH3:24])([CH3:22])[CH3:21])[CH3:18])=[CH:8][CH:7]=1.C1(C)C=CC(S(O)(=O)=O)=CC=1.[CH:39]([O:41][CH2:42][CH3:43])=[CH2:40]. The product is [Br:15][C:14]1[C:6]([O:5][CH2:4][CH:3]([O:27][CH:39]([O:41][CH2:42][CH3:43])[CH3:40])[CH2:2][Br:1])=[CH:7][CH:8]=[C:9]2[C:13]=1[N:12]([CH2:16][CH:17]([O:19][Si:20]([C:23]([CH3:26])([CH3:25])[CH3:24])([CH3:21])[CH3:22])[CH3:18])[N:11]=[CH:10]2. (2) The reactants are [F:1][C:2]1[CH:3]=[C:4]2[C:8](=[CH:9][CH:10]=1)[CH2:7][C:6]([NH:14][C:15](=[O:26])[C:16]1[CH:21]=[CH:20][CH:19]=[C:18]([CH3:22])[C:17]=1/[CH:23]=[CH:24]/[CH3:25])([C:11]([OH:13])=[O:12])[CH2:5]2.[CH3:27]CO. The yield is 0.780. The catalyst is [Pd]. The product is [F:1][C:2]1[CH:3]=[C:4]2[C:8](=[CH:9][CH:10]=1)[CH2:7][C:6]([NH:14][C:15](=[O:26])[C:16]1[CH:21]=[CH:20][CH:19]=[C:18]([CH3:22])[C:17]=1[CH2:23][CH:24]([CH3:27])[CH3:25])([C:11]([OH:13])=[O:12])[CH2:5]2. (3) The reactants are [F:1][C:2]1[CH:7]=[C:6]([F:8])[CH:5]=[CH:4][C:3]=1[N:9]1[C:13]([C:14]2[S:23][C:22]3[C:21]4[N:24]=[C:25]([C:28]5[CH:29]=[N:30][C:31](F)=[CH:32][CH:33]=5)[CH:26]=[CH:27][C:20]=4[O:19][CH2:18][CH2:17][C:16]=3[CH:15]=2)=[N:12][CH:11]=[N:10]1.[CH3:35][CH2:36][N:37]([CH:41](C)C)[CH:38](C)C.C[N:45]1C(=O)CCC1. No catalyst specified. The yield is 0.130. The product is [F:1][C:2]1[CH:7]=[C:6]([F:8])[CH:5]=[CH:4][C:3]=1[N:9]1[C:13]([C:14]2[S:23][C:22]3[C:21]4[N:24]=[C:25]([C:28]5[CH:33]=[CH:32][C:31]([NH:45][CH2:35][CH2:36][N:37]([CH3:41])[CH3:38])=[N:30][CH:29]=5)[CH:26]=[CH:27][C:20]=4[O:19][CH2:18][CH2:17][C:16]=3[CH:15]=2)=[N:12][CH:11]=[N:10]1. (4) The reactants are [NH:1]1[CH:5]=[C:4]([C:6]2[CH:7]=[N:8][CH:9]=[CH:10][CH:11]=2)[N:3]=[CH:2]1.[H-].[Na+].[CH2:14](Br)[C:15]1[CH:20]=[CH:19][CH:18]=[CH:17][CH:16]=1. The catalyst is C1COCC1. The product is [CH2:14]([N:1]1[CH:5]=[C:4]([C:6]2[CH:7]=[N:8][CH:9]=[CH:10][CH:11]=2)[N:3]=[CH:2]1)[C:15]1[CH:20]=[CH:19][CH:18]=[CH:17][CH:16]=1. The yield is 0.740. (5) The reactants are [O:1]1[C:6]2([CH:16]=[CH:15][C:9]3(OCCC[O:10]3)[CH:8]=[CH:7]2)[O:5][CH2:4][CH2:3][CH2:2]1.O.C(O)(=O)C.C([O-])(O)=O.[Na+]. The catalyst is O1CCCC1. The product is [O:1]1[C:6]2([CH:16]=[CH:15][C:9](=[O:10])[CH:8]=[CH:7]2)[O:5][CH2:4][CH2:3][CH2:2]1. The yield is 0.838. (6) The reactants are [H-].[H-].[H-].[H-].[Li+].[Al+3].C[O:8][C:9](=O)[C:10]1[CH:15]=[CH:14][C:13]([CH2:16][N:17]2[CH2:22][CH2:21][N:20]([CH3:23])[CH2:19][CH2:18]2)=[CH:12][C:11]=1[O:24][CH3:25].[OH-].[Na+].O. The catalyst is C1COCC1. The product is [CH3:25][O:24][C:11]1[CH:12]=[C:13]([CH2:16][N:17]2[CH2:22][CH2:21][N:20]([CH3:23])[CH2:19][CH2:18]2)[CH:14]=[CH:15][C:10]=1[CH2:9][OH:8]. The yield is 0.980. (7) The reactants are [CH3:1][C:2]1[C:16](=[O:17])[N:15]=[C:14]2[N:4]([C@@H:5]3[O:9][C@H:8]([CH2:10][OH:11])[C@@H:7]([OH:12])[C@@H:6]3[O:13]2)[CH:3]=1.[CH3:18][O:19][CH2:20][CH2:21][O:22]B([O:22][CH2:21][CH2:20][O:19][CH3:18])[O:22][CH2:21][CH2:20][O:19][CH3:18]. The catalyst is COCCO. The product is [CH3:18][O:19][CH2:20][CH2:21][O:22][C@@H:6]1[C@H:7]([OH:12])[C@@H:8]([CH2:10][OH:11])[O:9][C@H:5]1[N:4]1[CH:3]=[C:2]([CH3:1])[C:16](=[O:17])[NH:15][C:14]1=[O:13]. The yield is 0.630. (8) The reactants are Cl[C:2]1[N:7]=[N:6][C:5]([N:8]2[CH2:13][CH2:12][O:11][CH2:10][CH2:9]2)=[CH:4][CH:3]=1.Cl.[NH2:15][CH2:16][C:17]1[CH:26]=[CH:25][C:20]([C:21]([O:23][CH3:24])=[O:22])=[CH:19][CH:18]=1.[NH4+].[Cl-]. The catalyst is CC(O)C. The product is [N:8]1([C:5]2[N:6]=[N:7][C:2]([NH:15][CH2:16][C:17]3[CH:18]=[CH:19][C:20]([C:21]([O:23][CH3:24])=[O:22])=[CH:25][CH:26]=3)=[CH:3][CH:4]=2)[CH2:13][CH2:12][O:11][CH2:10][CH2:9]1. The yield is 0.0800. (9) The reactants are [CH2:1]([N:8]([CH2:31][C:32]1[CH:37]=[CH:36][CH:35]=[CH:34][CH:33]=1)[C:9]1([C:12]2[CH:17]=[CH:16][C:15]([C:18]#[C:19][C:20]3[CH:30]=[CH:29][C:23]([C:24]([O:26]CC)=[O:25])=[CH:22][CH:21]=3)=[CH:14][CH:13]=2)[CH2:11][CH2:10]1)[C:2]1[CH:7]=[CH:6][CH:5]=[CH:4][CH:3]=1.[OH-].[Na+]. The catalyst is C(O)C.O1CCCC1. The product is [CH2:31]([N:8]([CH2:1][C:2]1[CH:7]=[CH:6][CH:5]=[CH:4][CH:3]=1)[C:9]1([C:12]2[CH:17]=[CH:16][C:15]([C:18]#[C:19][C:20]3[CH:21]=[CH:22][C:23]([C:24]([OH:26])=[O:25])=[CH:29][CH:30]=3)=[CH:14][CH:13]=2)[CH2:10][CH2:11]1)[C:32]1[CH:33]=[CH:34][CH:35]=[CH:36][CH:37]=1. The yield is 0.930. (10) The reactants are [C:1]([C:3]1[CH:4]=[C:5]2[C:10](=[CH:11][C:12]=1[O:13][C:14]1[CH:22]=[CH:21][C:17]([C:18]([OH:20])=O)=[CH:16][C:15]=1[CH3:23])[O:9][CH2:8][CH2:7][CH:6]2[C:24]([O:26][CH3:27])=[O:25])#[N:2].C(N(C(C)C)C(C)C)C.CN(C(ON1N=NC2C=CC=CC1=2)=[N+](C)C)C.F[P-](F)(F)(F)(F)F.[Cl:61][C:62]1[CH:67]=[CH:66][C:65]([CH2:68][CH2:69][NH2:70])=[CH:64][CH:63]=1.Cl. The catalyst is CN(C=O)C. The product is [Cl:61][C:62]1[CH:67]=[CH:66][C:65]([CH2:68][CH2:69][NH:70][C:18]([C:17]2[CH:21]=[CH:22][C:14]([O:13][C:12]3[CH:11]=[C:10]4[C:5]([CH:6]([C:24]([O:26][CH3:27])=[O:25])[CH2:7][CH2:8][O:9]4)=[CH:4][C:3]=3[C:1]#[N:2])=[C:15]([CH3:23])[CH:16]=2)=[O:20])=[CH:64][CH:63]=1. The yield is 0.340.